Dataset: Catalyst prediction with 721,799 reactions and 888 catalyst types from USPTO. Task: Predict which catalyst facilitates the given reaction. (1) Reactant: [C:1]([O:5][C:6](=[O:11])[NH:7][CH2:8][CH2:9][SH:10])([CH3:4])([CH3:3])[CH3:2].C([O-])([O-])=O.[Cs+].[Cs+].[CH3:18][O:19][C:20]([C:22]1[CH:27]=[CH:26][CH:25]=[C:24]([C:28]2[CH:29]=[N:30][N:31]([CH2:33][CH2:34][CH2:35]Cl)[CH:32]=2)[N:23]=1)=[O:21]. Product: [CH3:18][O:19][C:20]([C:22]1[CH:27]=[CH:26][CH:25]=[C:24]([C:28]2[CH:29]=[N:30][N:31]([CH2:33][CH2:34][CH2:35][S:10][CH2:9][CH2:8][NH:7][C:6]([O:5][C:1]([CH3:4])([CH3:2])[CH3:3])=[O:11])[CH:32]=2)[N:23]=1)=[O:21]. The catalyst class is: 18. (2) Reactant: C([N:8]1[CH2:13][CH2:12][CH:11]([CH2:14][CH2:15][C:16]2[CH:21]=[CH:20][CH:19]=[C:18]3[O:22][CH2:23][O:24][C:17]=23)[CH2:10][CH2:9]1)C1C=CC=CC=1.ClC(OC(Cl)=O)C. Product: [CH2:23]1[O:22][C:18]2[C:17](=[C:16]([CH:21]=[CH:20][CH:19]=2)[CH2:15][CH2:14][CH:11]2[CH2:10][CH2:9][NH:8][CH2:13][CH2:12]2)[O:24]1. The catalyst class is: 26. (3) Reactant: C[Si]([C:5]#[C:6][C:7]1[C:15]2[C:11](=[N:12][S:13][N:14]=2)[CH:10]=[CH:9][CH:8]=1)(C)C.C([O-])([O-])=O.[K+].[K+].C1COCC1. Product: [C:6]([C:7]1[C:15]2[C:11](=[N:12][S:13][N:14]=2)[CH:10]=[CH:9][CH:8]=1)#[CH:5]. The catalyst class is: 5.